From a dataset of Catalyst prediction with 721,799 reactions and 888 catalyst types from USPTO. Predict which catalyst facilitates the given reaction. (1) Reactant: O=[C:2]1[CH:7]=[CH:6][C:5]([C:14]2[CH:19]=[CH:18][CH:17]=[CH:16][CH:15]=2)([C:8]2[CH:13]=[CH:12][CH:11]=[CH:10][CH:9]=2)[CH2:4][CH:3]1[NH:20][CH:21]=[CH:22][C:23]([O:25][CH2:26][CH3:27])=[O:24].[O-]CC.[Na+]. Product: [C:8]1([C:5]2([C:14]3[CH:15]=[CH:16][CH:17]=[CH:18][CH:19]=3)[CH2:4][C:3]3[NH:20][CH:21]=[C:22]([C:23]([O:25][CH2:26][CH3:27])=[O:24])[C:2]=3[CH:7]=[CH:6]2)[CH:13]=[CH:12][CH:11]=[CH:10][CH:9]=1. The catalyst class is: 8. (2) Reactant: [CH3:1][C:2]1[CH:3]=[CH:4][C:5]([C:8]2[CH:9]=[C:10]([CH:15]=[C:16](B3OC(C)(C)C(C)(C)O3)[CH:17]=2)[C:11]([O:13][CH3:14])=[O:12])=[N:6][CH:7]=1.Br[C:28]1[CH:35]=[C:34]([C:36]([F:39])([F:38])[F:37])[CH:33]=[CH:32][C:29]=1[C:30]#[N:31].C(=O)([O-])[O-].[Cs+].[Cs+].O. Product: [C:30]([C:29]1[CH:32]=[CH:33][C:34]([C:36]([F:37])([F:38])[F:39])=[CH:35][C:28]=1[C:16]1[CH:17]=[C:8]([C:5]2[CH:4]=[CH:3][C:2]([CH3:1])=[CH:7][N:6]=2)[CH:9]=[C:10]([C:11]([O:13][CH3:14])=[O:12])[CH:15]=1)#[N:31]. The catalyst class is: 711.